This data is from NCI-60 drug combinations with 297,098 pairs across 59 cell lines. The task is: Regression. Given two drug SMILES strings and cell line genomic features, predict the synergy score measuring deviation from expected non-interaction effect. Drug 1: CC12CCC(CC1=CCC3C2CCC4(C3CC=C4C5=CN=CC=C5)C)O. Drug 2: C1=NC2=C(N1)C(=S)N=C(N2)N. Cell line: NCI-H522. Synergy scores: CSS=25.6, Synergy_ZIP=1.43, Synergy_Bliss=2.59, Synergy_Loewe=-4.97, Synergy_HSA=2.71.